From a dataset of Forward reaction prediction with 1.9M reactions from USPTO patents (1976-2016). Predict the product of the given reaction. Given the reactants [CH2:1]([O:8][C:9]1[C:10]([O:20][CH3:21])=[CH:11][C:12]([I:19])=[C:13]([CH:18]=1)[C:14]([NH:16][OH:17])=[NH:15])[C:2]1[CH:7]=[CH:6][CH:5]=[CH:4][CH:3]=1.[C:22](Cl)(=O)[CH3:23], predict the reaction product. The product is: [CH2:1]([O:8][C:9]1[C:10]([O:20][CH3:21])=[CH:11][C:12]([I:19])=[C:13]([C:14]2[N:15]=[C:22]([CH3:23])[O:17][N:16]=2)[CH:18]=1)[C:2]1[CH:7]=[CH:6][CH:5]=[CH:4][CH:3]=1.